This data is from Full USPTO retrosynthesis dataset with 1.9M reactions from patents (1976-2016). The task is: Predict the reactants needed to synthesize the given product. (1) Given the product [Cl:1][C:2]1[CH:3]=[N:4][C:5]2[N:6]([N:8]=[C:9]([C:11]([N:16]3[CH2:17][CH2:18][C:19]4[C:24](=[C:23]([C:25]5[CH:30]=[CH:29][N:28]=[CH:27][CH:26]=5)[CH:22]=[CH:21][CH:20]=4)[N:15]3[CH3:14])=[O:13])[CH:10]=2)[CH:7]=1, predict the reactants needed to synthesize it. The reactants are: [Cl:1][C:2]1[CH:3]=[N:4][C:5]2[N:6]([N:8]=[C:9]([C:11]([OH:13])=O)[CH:10]=2)[CH:7]=1.[CH3:14][N:15]1[C:24]2[C:19](=[CH:20][CH:21]=[CH:22][C:23]=2[C:25]2[CH:30]=[CH:29][N:28]=[CH:27][CH:26]=2)[CH2:18][CH2:17][NH:16]1. (2) Given the product [O:14]=[C:15]([OH:27])[C@@H:16]([C@H:18]([C@H:20]([C@@H:22]([C:24]([OH:26])=[O:25])[OH:23])[OH:21])[OH:19])[OH:17].[NH2:1][C:2]1[CH:3]=[C:4]([CH:11]=[CH:12][CH:13]=1)[O:5][CH2:6][CH2:7][CH2:8][NH:9][CH3:10].[NH2:1][C:2]1[CH:3]=[C:4]([CH:11]=[CH:12][CH:13]=1)[O:5][CH2:6][CH2:7][CH2:8][NH:9][CH3:10], predict the reactants needed to synthesize it. The reactants are: [NH2:1][C:2]1[CH:3]=[C:4]([CH:11]=[CH:12][CH:13]=1)[O:5][CH2:6][CH2:7][CH2:8][NH:9][CH3:10].[O:14]=[C:15]([OH:27])[C@@H:16]([C@H:18]([C@H:20]([C@@H:22]([C:24]([OH:26])=[O:25])[OH:23])[OH:21])[OH:19])[OH:17].O.